Dataset: NCI-60 drug combinations with 297,098 pairs across 59 cell lines. Task: Regression. Given two drug SMILES strings and cell line genomic features, predict the synergy score measuring deviation from expected non-interaction effect. Drug 1: CCC1=CC2CC(C3=C(CN(C2)C1)C4=CC=CC=C4N3)(C5=C(C=C6C(=C5)C78CCN9C7C(C=CC9)(C(C(C8N6C)(C(=O)OC)O)OC(=O)C)CC)OC)C(=O)OC.C(C(C(=O)O)O)(C(=O)O)O. Synergy scores: CSS=41.2, Synergy_ZIP=-1.11, Synergy_Bliss=-1.37, Synergy_Loewe=-40.3, Synergy_HSA=-0.358. Cell line: OVCAR-8. Drug 2: C1C(C(OC1N2C=NC3=C2NC=NCC3O)CO)O.